The task is: Predict the reactants needed to synthesize the given product.. This data is from Full USPTO retrosynthesis dataset with 1.9M reactions from patents (1976-2016). The reactants are: [Br:1][C:2]1[C:7]([F:8])=[CH:6][C:5]([NH:9][C:10](=[O:14])[CH:11]=NO)=[C:4]([F:15])[CH:3]=1.[OH:16]S(O)(=O)=O. Given the product [Br:1][C:2]1[C:7]([F:8])=[C:6]2[C:5](=[C:4]([F:15])[CH:3]=1)[NH:9][C:10](=[O:14])[C:11]2=[O:16], predict the reactants needed to synthesize it.